This data is from Full USPTO retrosynthesis dataset with 1.9M reactions from patents (1976-2016). The task is: Predict the reactants needed to synthesize the given product. (1) Given the product [CH2:1]([N:4]([S:24]([C:27]1[CH:35]=[C:34]2[C:30]([C:31]([Cl:45])=[CH:32][NH:33]2)=[CH:29][CH:28]=1)(=[O:26])=[O:25])[CH2:5][CH2:6][NH:7][C:8]([CH:10]1[CH2:15][CH2:14][N:13]([C:16]2[CH:21]=[CH:20][C:19](=[O:22])[N:18]([CH3:23])[N:17]=2)[CH2:12][CH2:11]1)=[O:9])[CH:2]=[CH2:3], predict the reactants needed to synthesize it. The reactants are: [CH2:1]([N:4]([S:24]([C:27]1[CH:35]=[C:34]2[C:30]([C:31]([Cl:45])=[CH:32][N:33]2S(C2C=CC=CC=2)(=O)=O)=[CH:29][CH:28]=1)(=[O:26])=[O:25])[CH2:5][CH2:6][NH:7][C:8]([CH:10]1[CH2:15][CH2:14][N:13]([C:16]2[CH:21]=[CH:20][C:19](=[O:22])[N:18]([CH3:23])[N:17]=2)[CH2:12][CH2:11]1)=[O:9])[CH:2]=[CH2:3].[F-].C([N+](CCCC)(CCCC)CCCC)CCC. (2) Given the product [CH3:26][O:27][C:28](=[O:35])[C:29]([NH:31][C:32](=[O:34])[CH3:33])=[CH:30][C:52]1[CH:53]=[CH:54][C:55]2[N:46]([CH2:45][CH2:44][CH2:43][NH:42][C:41]([O:40][C:36]([CH3:37])([CH3:38])[CH3:39])=[O:68])[C:47](=[O:67])[C:48]3=[C:59]([CH3:60])[N:58]([CH:61]4[CH2:66][CH2:65][CH2:64][CH2:63][O:62]4)[N:57]=[C:49]3[C:50]=2[CH:51]=1, predict the reactants needed to synthesize it. The reactants are: C([O-])([O-])=O.[K+].[K+].C1C=CC(P(C2C=CC=CC=2)C2C=CC=CC=2)=CC=1.[CH3:26][O:27][C:28](=[O:35])[C:29]([NH:31][C:32](=[O:34])[CH3:33])=[CH2:30].[C:36]([O:40][C:41](=[O:68])[NH:42][CH2:43][CH2:44][CH2:45][N:46]1[C:55]2[CH:54]=[CH:53][C:52](I)=[CH:51][C:50]=2[C:49]2=[N:57][N:58]([CH:61]3[CH2:66][CH2:65][CH2:64][CH2:63][O:62]3)[C:59]([CH3:60])=[C:48]2[C:47]1=[O:67])([CH3:39])([CH3:38])[CH3:37]. (3) Given the product [CH3:24][O:25][C:26]1[CH:33]=[CH:32][C:29]([CH2:30][NH:31][C:18]([C:12]2[CH:11]=[C:10]3[C:15]([CH:16]=[CH:17][N:8]([CH2:7][C:6]4[CH:22]=[CH:23][C:3]([C:1]#[N:2])=[CH:4][CH:5]=4)[C:9]3=[O:21])=[CH:14][CH:13]=2)=[O:20])=[CH:28][CH:27]=1, predict the reactants needed to synthesize it. The reactants are: [C:1]([C:3]1[CH:23]=[CH:22][C:6]([CH2:7][N:8]2[CH:17]=[CH:16][C:15]3[C:10](=[CH:11][C:12]([C:18]([OH:20])=O)=[CH:13][CH:14]=3)[C:9]2=[O:21])=[CH:5][CH:4]=1)#[N:2].[CH3:24][O:25][C:26]1[CH:33]=[CH:32][C:29]([CH2:30][NH2:31])=[CH:28][CH:27]=1. (4) The reactants are: [H-].[Na+].[C:3]([O:11][CH2:12][CH3:13])(=[O:10])[CH2:4][C:5]([O:7][CH2:8][CH3:9])=[O:6].Br[CH2:15][C:16]1[CH:20]=[C:19]([Cl:21])[S:18][C:17]=1[Cl:22].O. Given the product [Cl:22][C:17]1[S:18][C:19]([Cl:21])=[CH:20][C:16]=1[CH2:15][CH:4]([C:5]([O:7][CH2:8][CH3:9])=[O:6])[C:3]([O:11][CH2:12][CH3:13])=[O:10], predict the reactants needed to synthesize it. (5) Given the product [CH3:20][C:16]1[CH:15]=[C:14]([C:13]2[C:7]3[O:6][CH:5]([CH2:4][NH2:1])[CH2:9][C:8]=3[CH:10]=[CH:11][CH:12]=2)[CH:19]=[CH:18][CH:17]=1, predict the reactants needed to synthesize it. The reactants are: [N:1]([CH2:4][CH:5]1[CH2:9][C:8]2[CH:10]=[CH:11][CH:12]=[C:13]([C:14]3[CH:19]=[CH:18][CH:17]=[C:16]([CH3:20])[CH:15]=3)[C:7]=2[O:6]1)=[N+]=[N-]. (6) Given the product [NH2:25][C:22]1[CH:23]=[N:24][C:15]([S:12](=[O:13])(=[O:14])[NH:11][C:8]2[CH:9]=[CH:10][C:5]3[CH2:4][O:3][B:2]([OH:1])[C:6]=3[CH:7]=2)=[C:36]([CH:21]=1)[C:35]([NH:34][CH2:32][CH3:33])=[O:37], predict the reactants needed to synthesize it. The reactants are: [OH:1][B:2]1[C:6]2[CH:7]=[C:8]([NH:11][S:12]([C:15]3[N:24]=[CH:23][C:22]([NH:25]C(=O)C(F)(F)F)=[CH:21]C=3C(OC)=O)(=[O:14])=[O:13])[CH:9]=[CH:10][C:5]=2[CH2:4][O:3]1.[CH2:32]([NH2:34])[CH3:33].[CH2:35]([OH:37])[CH3:36]. (7) Given the product [CH3:24][C:13]1[C:12]([CH2:10][OH:9])=[C:16]([CH3:17])[N:15]([C:18]2[CH:23]=[CH:22][CH:21]=[CH:20][N:19]=2)[N:14]=1, predict the reactants needed to synthesize it. The reactants are: [H-].[Al+3].[Li+].[H-].[H-].[H-].C([O:9][C:10]([C:12]1[C:13]([CH3:24])=[N:14][N:15]([C:18]2[CH:23]=[CH:22][CH:21]=[CH:20][N:19]=2)[C:16]=1[CH3:17])=O)C.